Dataset: Forward reaction prediction with 1.9M reactions from USPTO patents (1976-2016). Task: Predict the product of the given reaction. (1) The product is: [CH:47]([C:46]1[CH:45]=[CH:44][CH:43]=[C:42]([CH:50]([CH3:52])[CH3:51])[C:41]=1[NH:40][CH2:39][C:37]1[N:38]=[C:33]([C:21]2[CH:20]=[CH:19][CH:18]=[C:17]3[C:22]=2[CH:14]([NH:13][C:7]2[CH:8]=[CH:9][CH:10]=[CH:11][CH:12]=2)[CH2:15][CH2:16]3)[CH:34]=[CH:35][CH:36]=1)([CH3:48])[CH3:49]. Given the reactants C([O-])([O-])=O.[Na+].[Na+].[C:7]1([NH:13][CH:14]2[C:22]3[C:17](=[CH:18][CH:19]=[CH:20][C:21]=3B3OC(C)(C)C(C)(C)O3)[CH2:16][CH2:15]2)[CH:12]=[CH:11][CH:10]=[CH:9][CH:8]=1.Br[C:33]1[N:38]=[C:37]([CH2:39][NH:40][C:41]2[C:46]([CH:47]([CH3:49])[CH3:48])=[CH:45][CH:44]=[CH:43][C:42]=2[CH:50]([CH3:52])[CH3:51])[CH:36]=[CH:35][CH:34]=1.C1(C)C=CC=CC=1, predict the reaction product. (2) Given the reactants [CH3:1][NH:2][C:3]1[CH:8]=[CH:7][CH:6]=[CH:5][C:4]=1[O:9][CH2:10][CH2:11][C:12]1[NH:16][N:15]=[N:14][N:13]=1.C([O-])(O)=O.[Na+].[Cl:22][C:23]1[C:31]([C:32]2[CH:33]=[N:34][C:35]([C:38]([F:41])([F:40])[F:39])=[CH:36][CH:37]=2)=[CH:30][C:26]([C:27](Cl)=[O:28])=[CH:25][CH:24]=1.[C:42](#[N:44])C, predict the reaction product. The product is: [Cl:22][C:23]1[CH:24]=[CH:25][C:26]([C:27]([N:2]([CH3:1])[C:3]2[CH:8]=[CH:7][CH:6]=[CH:5][C:4]=2[O:9][CH2:10][CH2:11][C:12]2[NH:16][N:15]=[N:14][N:13]=2)=[O:28])=[CH:30][C:31]=1[C:32]1[CH:33]=[N:34][C:35]([C:38]([F:41])([F:40])[F:39])=[CH:36][C:37]=1[C:42]#[N:44]. (3) The product is: [Br:1][C:2]1[C:7]([CH3:8])=[CH:6][C:5]([O:9][CH2:12][CH:13]2[CH2:17][CH2:16][CH2:15][O:14]2)=[CH:4][C:3]=1[CH3:10]. Given the reactants [Br:1][C:2]1[C:7]([CH3:8])=[CH:6][C:5]([OH:9])=[CH:4][C:3]=1[CH3:10].Br[CH2:12][CH:13]1[CH2:17][CH2:16][CH2:15][O:14]1, predict the reaction product. (4) Given the reactants C[O:2][C:3](=[O:18])[C:4]1[CH:9]=[CH:8][C:7]([C:10]2[C:15]([CH2:16][CH3:17])=[CH:14][CH:13]=[CH:12][N:11]=2)=[CH:6][CH:5]=1.CO.O.O.[OH-].[Li+], predict the reaction product. The product is: [CH2:16]([C:15]1[C:10]([C:7]2[CH:8]=[CH:9][C:4]([C:3]([OH:18])=[O:2])=[CH:5][CH:6]=2)=[N:11][CH:12]=[CH:13][CH:14]=1)[CH3:17]. (5) The product is: [CH:21]1([C:19]([N:16]2[CH2:17][CH2:18][C@@H:14]([CH2:13][C:12]3[N:8]([C:5]4[CH:6]=[CH:7][C:2]([C:67]5[CH:66]=[CH:65][CH:64]=[C:63]([C:61]([C:60]6[CH:69]=[CH:70][CH:71]=[CH:58][CH:59]=6)=[O:62])[CH:68]=5)=[CH:3][C:4]=4[F:25])[C:9](=[O:24])[NH:10][N:11]=3)[CH2:15]2)=[O:20])[CH2:23][CH2:22]1. Given the reactants Br[C:2]1[CH:7]=[CH:6][C:5]([N:8]2[C:12]([CH2:13][C@@H:14]3[CH2:18][CH2:17][N:16]([C:19]([CH:21]4[CH2:23][CH2:22]4)=[O:20])[CH2:15]3)=[N:11][NH:10][C:9]2=[O:24])=[C:4]([F:25])[CH:3]=1.B1(B2OC(C)(C)C(C)(C)O2)OC(C)(C)C(C)(C)O1.C([O-])(=O)C.[K+].O.C(O)(C(F)(F)F)=O.Br[C:58]1[CH:59]=[C:60]([CH:69]=[CH:70][CH:71]=1)[C:61]([C:63]1[CH:68]=[CH:67][CH:66]=[CH:65][CH:64]=1)=[O:62].C(=O)([O-])[O-].[K+].[K+], predict the reaction product. (6) Given the reactants Br[C:2]1[CH:3]=[CH:4][C:5]([C:8]([NH:10][CH3:11])=[O:9])=[N:6][CH:7]=1.CC([O-])=O.[K+].Br[C:18]1[N:23]=[C:22]2[S:24][C:25]([NH:27][C:28](=[O:30])[CH3:29])=[N:26][C:21]2=[CH:20][CH:19]=1.C([O-])([O-])=O.[Cs+].[Cs+].C([O-])(O)=O.[Na+], predict the reaction product. The product is: [C:28]([NH:27][C:25]1[S:24][C:22]2[C:21]([N:26]=1)=[CH:20][CH:19]=[C:18]([C:2]1[CH:3]=[CH:4][C:5]([C:8]([NH:10][CH3:11])=[O:9])=[N:6][CH:7]=1)[N:23]=2)(=[O:30])[CH3:29].